The task is: Predict the reactants needed to synthesize the given product.. This data is from Full USPTO retrosynthesis dataset with 1.9M reactions from patents (1976-2016). (1) Given the product [Br:1][C:2]1[CH:7]=[CH:6][C:5]([O:8][CH2:9][CH2:10][CH2:11][N:27]2[CH2:28][CH2:29][CH:24]([C:20]3[CH:19]=[C:18]([NH:17][C:15](=[O:16])[CH:14]([CH3:13])[CH3:30])[CH:23]=[CH:22][CH:21]=3)[CH2:25][CH2:26]2)=[CH:4][CH:3]=1, predict the reactants needed to synthesize it. The reactants are: [Br:1][C:2]1[CH:7]=[CH:6][C:5]([O:8][CH2:9][CH2:10][CH2:11]Cl)=[CH:4][CH:3]=1.[CH3:13][CH:14]([CH3:30])[C:15]([NH:17][C:18]1[CH:23]=[CH:22][CH:21]=[C:20]([CH:24]2[CH2:29][CH2:28][NH:27][CH2:26][CH2:25]2)[CH:19]=1)=[O:16]. (2) Given the product [N:9]1[CH:10]=[CH:11][CH:12]=[C:7]([C:13](=[O:19])[C:14]([O:16][CH2:17][CH3:18])=[O:15])[CH:8]=1, predict the reactants needed to synthesize it. The reactants are: C([Li])CCC.Br[C:7]1[CH:8]=[N:9][CH:10]=[CH:11][CH:12]=1.[C:13](OCC)(=[O:19])[C:14]([O:16][CH2:17][CH3:18])=[O:15].Cl.C(=O)(O)[O-].[Na+]. (3) Given the product [OH:9][CH2:8][C:7]1[CH:11]=[CH:12][N:13]=[C:5]([NH:4][C:1](=[O:3])[CH3:2])[CH:6]=1, predict the reactants needed to synthesize it. The reactants are: [C:1]([NH:4][C:5]1[CH:6]=[C:7]([CH:11]=[CH:12][N:13]=1)[C:8](O)=[O:9])(=[O:3])[CH3:2].CN1CCOCC1.ClC(OCC)=O.[BH4-].[Na+]. (4) Given the product [Cl:31][C:26]1[CH:27]=[CH:28][CH:29]=[CH:30][C:25]=1[CH2:24][CH2:23][N:15]1[C:14]2[C:19]([N:20]=[C:12]([S:11][C:4]3[CH:5]=[C:6]([O:9][CH3:10])[CH:7]=[CH:8][C:3]=3[O:2][CH3:1])[N:13]=2)=[C:18]([NH2:21])[N:17]=[CH:16]1, predict the reactants needed to synthesize it. The reactants are: [CH3:1][O:2][C:3]1[CH:8]=[CH:7][C:6]([O:9][CH3:10])=[CH:5][C:4]=1[S:11][C:12]1[NH:13][C:14]2[C:19]([N:20]=1)=[C:18]([NH2:21])[N:17]=[CH:16][N:15]=2.Br[CH2:23][CH2:24][C:25]1[CH:30]=[CH:29][CH:28]=[CH:27][C:26]=1[Cl:31]. (5) Given the product [Br:1][C:2]1[CH:7]=[CH:6][C:5]([N:14]2[CH2:15][CH2:16][N:11]([CH3:10])[CH2:12][CH2:13]2)=[N:4][C:3]=1[CH3:9], predict the reactants needed to synthesize it. The reactants are: [Br:1][C:2]1[C:3]([CH3:9])=[N:4][C:5](F)=[CH:6][CH:7]=1.[CH3:10][N:11]1[CH2:16][CH2:15][NH:14][CH2:13][CH2:12]1.CCN(CC)CC. (6) Given the product [N:1]1([C:6]2[CH:11]=[CH:10][C:9]([CH:12]([CH3:17])[C:13]([OH:15])=[O:14])=[CH:8][CH:7]=2)[CH2:2][CH2:3][CH2:4][CH2:5]1, predict the reactants needed to synthesize it. The reactants are: [N:1]1([C:6]2[CH:11]=[CH:10][C:9]([CH:12]([CH3:17])[C:13]([O:15]C)=[O:14])=[CH:8][CH:7]=2)[CH2:5][CH2:4][CH2:3][CH2:2]1.Cl. (7) Given the product [Cl:10][C:6]1[C:7]([CH:8]=[O:9])=[C:2]([NH:18][CH:15]([CH2:16][CH3:17])[CH2:14][CH3:13])[N:3]=[C:4]([S:11][CH3:12])[N:5]=1, predict the reactants needed to synthesize it. The reactants are: Cl[C:2]1[C:7]([CH:8]=[O:9])=[C:6]([Cl:10])[N:5]=[C:4]([S:11][CH3:12])[N:3]=1.[CH3:13][CH2:14][CH:15]([NH2:18])[CH2:16][CH3:17].